Dataset: Full USPTO retrosynthesis dataset with 1.9M reactions from patents (1976-2016). Task: Predict the reactants needed to synthesize the given product. (1) Given the product [CH3:2][S:12]([O-:16])(=[O:14])=[O:13].[CH2:2]([N+:6]1[CH:11]=[CH:10][CH:9]=[CH:8][CH:7]=1)[CH2:3][CH2:4][CH3:5], predict the reactants needed to synthesize it. The reactants are: [Cl-].[CH2:2]([N+:6]1[CH:11]=[CH:10][CH:9]=[CH:8][CH:7]=1)[CH2:3][CH2:4][CH3:5].[S:12]([O:16]C)([O:14]C)=[O:13]. (2) Given the product [N+:2]([O-:19])([O:4][CH2:5][CH2:6][CH2:7][C:8]1[CH:13]=[CH:12][C:11]([CH:14]=[O:15])=[CH:10][CH:9]=1)=[O:3], predict the reactants needed to synthesize it. The reactants are: Cl.[N+:2]([O-:19])([O:4][CH2:5][CH2:6][CH2:7][C:8]1[CH:13]=[CH:12][C:11]([CH:14]2OCC[O:15]2)=[CH:10][CH:9]=1)=[O:3]. (3) The reactants are: [CH:1]([C:3]1[CH:11]=[CH:10][CH:9]=[CH:8][C:4]=1[C:5]([OH:7])=[O:6])=O.C1(P(C2C=CC=CC=2)(C2C=CC=CC=2)=[C:19]([CH3:25])[C:20]([O:22][CH2:23][CH3:24])=[O:21])C=CC=CC=1. Given the product [CH2:23]([O:22][C:20]([C:19]([CH3:25])=[CH:1][C:3]1[CH:11]=[CH:10][CH:9]=[CH:8][C:4]=1[C:5]([OH:7])=[O:6])=[O:21])[CH3:24], predict the reactants needed to synthesize it. (4) Given the product [I:1][C:2]1[C:10]2[C:5](=[CH:6][CH:7]=[C:8]([CH2:11][OH:12])[CH:9]=2)[NH:4][N:3]=1, predict the reactants needed to synthesize it. The reactants are: [I:1][C:2]1[C:10]2[C:5](=[CH:6][CH:7]=[C:8]([C:11](OC)=[O:12])[CH:9]=2)[NH:4][N:3]=1. (5) Given the product [C:31]([NH:30][CH:27]1[CH2:28][CH2:29][N:24]([C:2]2[N:7]3[N:8]=[C:9]([CH3:11])[CH:10]=[C:6]3[N:5]=[C:4]([NH:12][C:13]([CH:15]3[CH2:17][CH:16]3[C:18]3[CH:23]=[CH:22][N:21]=[CH:20][CH:19]=3)=[O:14])[CH:3]=2)[CH2:25][CH2:26]1)(=[O:33])[CH3:32], predict the reactants needed to synthesize it. The reactants are: Cl[C:2]1[N:7]2[N:8]=[C:9]([CH3:11])[CH:10]=[C:6]2[N:5]=[C:4]([NH:12][C:13]([CH:15]2[CH2:17][CH:16]2[C:18]2[CH:23]=[CH:22][N:21]=[CH:20][CH:19]=2)=[O:14])[CH:3]=1.[NH:24]1[CH2:29][CH2:28][CH:27]([NH:30][C:31](=[O:33])[CH3:32])[CH2:26][CH2:25]1.